From a dataset of Ames mutagenicity test results for genotoxicity prediction. Regression/Classification. Given a drug SMILES string, predict its toxicity properties. Task type varies by dataset: regression for continuous values (e.g., LD50, hERG inhibition percentage) or binary classification for toxic/non-toxic outcomes (e.g., AMES mutagenicity, cardiotoxicity, hepatotoxicity). Dataset: ames. The molecule is CO/N=C(\C(=O)NC1C(=O)N2C(C(=O)O)=C(CSC(=O)c3ccco3)CSC12)c1csc(N)n1. The result is 0 (non-mutagenic).